From a dataset of Forward reaction prediction with 1.9M reactions from USPTO patents (1976-2016). Predict the product of the given reaction. (1) Given the reactants [Cl-].O[NH3+:3].[C:4](=[O:7])([O-])[OH:5].[Na+].[OH:9][C:10]1([CH:14]([O:16][C@H:17]2[CH2:22][CH2:21][C@H:20]([N:23]3[C:28](=[O:29])[C:27]([CH2:30][C:31]4[CH:36]=[CH:35][C:34]([C:37]5[C:38]([C:43]#[N:44])=[CH:39][CH:40]=[CH:41][CH:42]=5)=[CH:33][CH:32]=4)=[C:26]([CH2:45][CH2:46][CH3:47])[N:25]4[N:48]=[CH:49][N:50]=[C:24]34)[CH2:19][CH2:18]2)[CH3:15])[CH2:13][CH2:12][CH2:11]1, predict the reaction product. The product is: [OH:9][C:10]1([CH:14]([O:16][C@H:17]2[CH2:22][CH2:21][C@H:20]([N:23]3[C:28](=[O:29])[C:27]([CH2:30][C:31]4[CH:32]=[CH:33][C:34]([C:37]5[CH:42]=[CH:41][CH:40]=[CH:39][C:38]=5[C:43]5[NH:3][C:4](=[O:7])[O:5][N:44]=5)=[CH:35][CH:36]=4)=[C:26]([CH2:45][CH2:46][CH3:47])[N:25]4[N:48]=[CH:49][N:50]=[C:24]34)[CH2:19][CH2:18]2)[CH3:15])[CH2:11][CH2:12][CH2:13]1. (2) Given the reactants I(O)(=O)(=O)=[O:2].[C:6]([CH2:10][CH:11]([CH2:13][OH:14])[F:12])([F:9])([F:8])[F:7], predict the reaction product. The product is: [F:12][CH:11]([CH2:10][C:6]([F:9])([F:8])[F:7])[C:13]([OH:2])=[O:14]. (3) Given the reactants [N:1]1[CH:6]=[CH:5][CH:4]=[N:3][C:2]=1[S:7][C:8]1[O:9][C:10]([CH2:20][CH2:21][CH2:22][OH:23])=[C:11]([C:13]2[CH:18]=[CH:17][C:16]([Cl:19])=[CH:15][CH:14]=2)[N:12]=1.[CH3:24][O:25][C:26]1[CH:31]=[CH:30][CH:29]=[CH:28][C:27]=1O.C(P(CCCC)CCCC)CCC.N(C(N1CCCCC1)=O)=NC(N1CCCCC1)=O, predict the reaction product. The product is: [Cl:19][C:16]1[CH:17]=[CH:18][C:13]([C:11]2[N:12]=[C:8]([S:7][C:2]3[N:1]=[CH:6][CH:5]=[CH:4][N:3]=3)[O:9][C:10]=2[CH2:20][CH2:21][CH2:22][O:23][C:27]2[CH:28]=[CH:29][CH:30]=[CH:31][C:26]=2[O:25][CH3:24])=[CH:14][CH:15]=1. (4) Given the reactants [Br:1][C:2]1[CH:3]=[C:4]2[C:8](=[CH:9][C:10]=1[F:11])[NH:7][N:6]=[CH:5]2.[I:12]N1C(=O)CCC1=O, predict the reaction product. The product is: [Br:1][C:2]1[CH:3]=[C:4]2[C:8](=[CH:9][C:10]=1[F:11])[NH:7][N:6]=[C:5]2[I:12]. (5) Given the reactants Br[C:2]1[CH:3]=[CH:4][C:5]2[N:9]=[C:8]([C:10]3[CH:11]=[N:12][CH:13]=[C:14]([C:16]([F:19])([F:18])[F:17])[CH:15]=3)[N:7]([CH:20]3[CH2:22][CH2:21]3)[C:6]=2[CH:23]=1.CC1(C)C(C)(C)OB([C:32]2[CH:36]=[CH:35][NH:34][N:33]=2)O1.C([O-])([O-])=O.[Na+].[Na+], predict the reaction product. The product is: [CH:20]1([N:7]2[C:6]3[CH:23]=[C:2]([C:32]4[CH:36]=[CH:35][NH:34][N:33]=4)[CH:3]=[CH:4][C:5]=3[N:9]=[C:8]2[C:10]2[CH:11]=[N:12][CH:13]=[C:14]([C:16]([F:19])([F:18])[F:17])[CH:15]=2)[CH2:22][CH2:21]1. (6) Given the reactants Cl.C[O:3][C:4](=[O:39])[C:5]1[CH:10]=[CH:9][C:8]([CH2:11][O:12][C:13]2[CH:18]=[CH:17][C:16]([CH2:19][C@H:20]([NH2:38])[C:21]3[N:22]([CH2:34][CH2:35][CH2:36][CH3:37])[CH:23]=[C:24]([C:26]4[CH:31]=[CH:30][C:29]([Cl:32])=[CH:28][C:27]=4[Cl:33])[N:25]=3)=[CH:15][CH:14]=2)=[CH:7][CH:6]=1.[C:40]([O:44][C:45]([NH:47][CH2:48][C@H:49]1[CH2:54][CH2:53][C@H:52]([C:55](O)=[O:56])[CH2:51][CH2:50]1)=[O:46])([CH3:43])([CH3:42])[CH3:41], predict the reaction product. The product is: [C:40]([O:44][C:45]([NH:47][CH2:48][C@H:49]1[CH2:50][CH2:51][C@H:52]([C:55]([NH:38][C@H:20]([C:21]2[N:22]([CH2:34][CH2:35][CH2:36][CH3:37])[CH:23]=[C:24]([C:26]3[CH:31]=[CH:30][C:29]([Cl:32])=[CH:28][C:27]=3[Cl:33])[N:25]=2)[CH2:19][C:16]2[CH:15]=[CH:14][C:13]([O:12][CH2:11][C:8]3[CH:7]=[CH:6][C:5]([C:4]([OH:3])=[O:39])=[CH:10][CH:9]=3)=[CH:18][CH:17]=2)=[O:56])[CH2:53][CH2:54]1)=[O:46])([CH3:42])([CH3:43])[CH3:41].